Dataset: Peptide-MHC class II binding affinity with 134,281 pairs from IEDB. Task: Regression. Given a peptide amino acid sequence and an MHC pseudo amino acid sequence, predict their binding affinity value. This is MHC class II binding data. (1) The peptide sequence is QAGNNLMMIEQYPYV. The MHC is DRB5_0101 with pseudo-sequence DRB5_0101. The binding affinity (normalized) is 0.280. (2) The peptide sequence is GLDFNEMILLTMKNK. The MHC is DRB1_1501 with pseudo-sequence DRB1_1501. The binding affinity (normalized) is 0.977. (3) The peptide sequence is GSCWAFSGVAATESA. The MHC is DRB1_0401 with pseudo-sequence DRB1_0401. The binding affinity (normalized) is 0.709.